This data is from Peptide-MHC class I binding affinity with 185,985 pairs from IEDB/IMGT. The task is: Regression. Given a peptide amino acid sequence and an MHC pseudo amino acid sequence, predict their binding affinity value. This is MHC class I binding data. (1) The peptide sequence is EPADHLAIM. The MHC is HLA-B46:01 with pseudo-sequence HLA-B46:01. The binding affinity (normalized) is 0.0847. (2) The peptide sequence is QTDAAVKNWM. The MHC is Mamu-A01 with pseudo-sequence Mamu-A01. The binding affinity (normalized) is 0.177. (3) The peptide sequence is YIMRVMANNV. The MHC is HLA-A68:02 with pseudo-sequence HLA-A68:02. The binding affinity (normalized) is 0.654.